From a dataset of Forward reaction prediction with 1.9M reactions from USPTO patents (1976-2016). Predict the product of the given reaction. (1) Given the reactants [F:1][C:2]1[CH:3]=[C:4]([CH:7]=[CH:8][C:9]=1[CH2:10][C:11]1[CH:12]=[C:13]2[C:17](=[C:18]([CH3:21])[C:19]=1[CH3:20])[CH2:16][N:15]([C@H:22]1[C@H:27]([OH:28])[CH2:26][CH2:25][O:24][CH2:23]1)[C:14]2=[O:29])[C:5]#[N:6].C(=O)([O-])[O-:31].[K+].[K+].OO, predict the reaction product. The product is: [F:1][C:2]1[CH:3]=[C:4]([CH:7]=[CH:8][C:9]=1[CH2:10][C:11]1[CH:12]=[C:13]2[C:17](=[C:18]([CH3:21])[C:19]=1[CH3:20])[CH2:16][N:15]([C@H:22]1[C@H:27]([OH:28])[CH2:26][CH2:25][O:24][CH2:23]1)[C:14]2=[O:29])[C:5]([NH2:6])=[O:31]. (2) Given the reactants Cl[C:2]1[NH:3][C:4]2[CH:10]=[CH:9][CH:8]=[CH:7][C:5]=2[N:6]=1.[F:11][C:12]1[CH:13]=[C:14]([CH:16]=[C:17]([C:19]([F:22])([F:21])[F:20])[CH:18]=1)[NH2:15], predict the reaction product. The product is: [N:6]1[C:5]2[CH:7]=[CH:8][CH:9]=[CH:10][C:4]=2[NH:3][C:2]=1[NH:15][C:14]1[CH:16]=[C:17]([C:19]([F:20])([F:21])[F:22])[CH:18]=[C:12]([F:11])[CH:13]=1. (3) Given the reactants [N+:1]([C:4]1[CH:9]=[CH:8][C:7]([C:10]2[S:11][CH:12]=[CH:13][CH:14]=2)=[CH:6][C:5]=1[NH:15][C:16]([O:18][CH2:19][CH:20]1[CH2:23][N:22](C(OCCCC)=O)[CH2:21]1)=[O:17])([O-:3])=[O:2].C(O)(C(F)(F)F)=O, predict the reaction product. The product is: [N+:1]([C:4]1[CH:9]=[CH:8][C:7]([C:10]2[S:11][CH:12]=[CH:13][CH:14]=2)=[CH:6][C:5]=1[NH:15][C:16](=[O:17])[O:18][CH2:19][CH:20]1[CH2:21][NH:22][CH2:23]1)([O-:3])=[O:2]. (4) Given the reactants Cl.Cl.[NH:3]1[CH2:7][CH2:6][C@@H:5]([NH:8][C:9]2[N:10]=[CH:11][C:12](/[CH:15]=[CH:16]/[C:17]([O:19][CH3:20])=[O:18])=[N:13][CH:14]=2)[CH2:4]1.C(N(CC)C(C)C)(C)C.[CH3:30][O:31][C:32]1[CH:39]=[CH:38][CH:37]=[CH:36][C:33]=1[CH:34]=O.C(O[BH-](OC(=O)C)OC(=O)C)(=O)C.[Na+].C([O-])(O)=O.[Na+], predict the reaction product. The product is: [CH3:30][O:31][C:32]1[CH:39]=[CH:38][CH:37]=[CH:36][C:33]=1[CH2:34][N:3]1[CH2:7][CH2:6][C@@H:5]([NH:8][C:9]2[N:10]=[CH:11][C:12](/[CH:15]=[CH:16]/[C:17]([O:19][CH3:20])=[O:18])=[N:13][CH:14]=2)[CH2:4]1. (5) Given the reactants [O:1]=[C:2]1[N:6]([C:7]2[CH:14]=[CH:13][C:10]([C:11]#[N:12])=[C:9]([C:15]([F:18])([F:17])[F:16])[CH:8]=2)[C@@H:5]2[CH2:19][CH2:20][CH2:21][CH2:22][C@H:4]2[NH:3]1.Br[C:24]1[CH:29]=[CH:28][N:27]=[CH:26][CH:25]=1, predict the reaction product. The product is: [O:1]=[C:2]1[N:6]([C:7]2[CH:14]=[CH:13][C:10]([C:11]#[N:12])=[C:9]([C:15]([F:18])([F:16])[F:17])[CH:8]=2)[C@@H:5]2[CH2:19][CH2:20][CH2:21][CH2:22][C@H:4]2[N:3]1[C:24]1[CH:29]=[CH:28][N:27]=[CH:26][CH:25]=1.